This data is from Full USPTO retrosynthesis dataset with 1.9M reactions from patents (1976-2016). The task is: Predict the reactants needed to synthesize the given product. (1) Given the product [C:1]([C:5]1[CH:6]=[C:7]([C:16]2[CH:17]=[C:18]([C:26]3[CH:31]=[CH:30][C:29]([C:32]([OH:34])=[O:33])=[CH:28][CH:27]=3)[CH:19]=[CH:20][C:21]=2[CH2:22][CH2:23][CH2:24][OH:25])[CH:8]=[CH:9][C:10]=1[N:11]([CH2:12][CH3:13])[CH2:14][CH3:15])([CH3:3])([CH3:4])[CH3:2], predict the reactants needed to synthesize it. The reactants are: [C:1]([C:5]1[CH:6]=[C:7]([C:16]2[CH:17]=[C:18]([C:26]3[CH:31]=[CH:30][C:29]([C:32]([O:34]CC)=[O:33])=[CH:28][CH:27]=3)[CH:19]=[CH:20][C:21]=2[CH2:22][CH2:23][CH2:24][OH:25])[CH:8]=[CH:9][C:10]=1[N:11]([CH2:14][CH3:15])[CH2:12][CH3:13])([CH3:4])([CH3:3])[CH3:2].[OH-].[Na+]. (2) Given the product [NH2:24][C:17]1[CH:16]=[C:15]([N:12]2[CH2:11][CH2:10][N:9]([C:1](=[O:8])[C:2]3[CH:3]=[CH:4][CH:5]=[CH:6][CH:7]=3)[CH2:14][CH2:13]2)[CH:23]=[CH:22][C:18]=1[C:19]([OH:21])=[O:20], predict the reactants needed to synthesize it. The reactants are: [C:1]([N:9]1[CH2:14][CH2:13][N:12]([C:15]2[CH:23]=[CH:22][C:18]([C:19]([OH:21])=[O:20])=[C:17]([N+:24]([O-])=O)[CH:16]=2)[CH2:11][CH2:10]1)(=[O:8])[C:2]1[CH:7]=[CH:6][CH:5]=[CH:4][CH:3]=1.